This data is from Reaction yield outcomes from USPTO patents with 853,638 reactions. The task is: Predict the reaction yield, written as a fraction of the theoretical maximum amount of product (1.0 means a 100% yield; for example, 0.34 means a 34% yield). (1) The reactants are [C:1]1([CH:8]=[CH:7][CH:6]=[C:4]([OH:5])[CH:3]=1)[OH:2].[O:9]1[CH:14]=[CH:13][CH2:12][CH2:11][CH2:10]1. The catalyst is CC1C=CC(S([O-])(=O)=O)=CC=1.C1C=C[NH+]=CC=1.C(Cl)Cl. The product is [O:9]1[CH2:10][CH2:11][CH2:12][CH2:13][CH:14]1[O:2][C:1]1[CH:3]=[C:4]([CH:6]=[CH:7][CH:8]=1)[O:5][CH:10]1[CH2:11][CH2:12][CH2:13][CH2:14][O:9]1. The yield is 0.800. (2) The reactants are [Cl:1][C:2]1[CH:7]=[CH:6][C:5]([NH:8][C:9](=[O:14])[C:10]([F:13])([F:12])[F:11])=[C:4]([C:15]2[CH:20]=[C:19]([O:21]C)[N:18]=[CH:17][N:16]=2)[CH:3]=1.Br. The catalyst is CC(O)=O. The product is [Cl:1][C:2]1[CH:7]=[CH:6][C:5]([NH:8][C:9](=[O:14])[C:10]([F:13])([F:11])[F:12])=[C:4]([C:15]2[CH:20]=[C:19]([OH:21])[N:18]=[CH:17][N:16]=2)[CH:3]=1. The yield is 0.0700.